From a dataset of Forward reaction prediction with 1.9M reactions from USPTO patents (1976-2016). Predict the product of the given reaction. (1) Given the reactants [Cl:1][C:2]1[CH:7]=[CH:6][C:5]([CH:8]([OH:37])[C:9]2[O:10][C:11]3[CH:17]=[CH:16][C:15]([CH2:18][C:19]([NH:21][C@H:22]([C:29]4[CH:34]=[CH:33][C:32]([CH3:35])=[CH:31][C:30]=4[CH3:36])[C:23]4[CH:28]=[CH:27][CH:26]=[CH:25][CH:24]=4)=[O:20])=[CH:14][C:12]=3[CH:13]=2)=[CH:4][CH:3]=1.[CH:38](OCC#N)(C)C, predict the reaction product. The product is: [Cl:1][C:2]1[CH:7]=[CH:6][C:5]([CH:8]([O:37][CH3:38])[C:9]2[O:10][C:11]3[CH:17]=[CH:16][C:15]([CH2:18][C:19]([NH:21][C@H:22]([C:29]4[CH:34]=[CH:33][C:32]([CH3:35])=[CH:31][C:30]=4[CH3:36])[C:23]4[CH:28]=[CH:27][CH:26]=[CH:25][CH:24]=4)=[O:20])=[CH:14][C:12]=3[CH:13]=2)=[CH:4][CH:3]=1. (2) Given the reactants [F:1][C:2]1[C:10]([NH:11][S:12]([CH2:15][CH2:16][CH3:17])(=[O:14])=[O:13])=[CH:9][CH:8]=[C:7]([F:18])[C:3]=1C(O)=O.C([N:21](CC)CC)C.C1C=CC(OP(OC2C=CC=CC=2)(N=[N+]=[N-])=O)=CC=1.O, predict the reaction product. The product is: [NH2:21][C:3]1[C:2]([F:1])=[C:10]([NH:11][S:12]([CH2:15][CH2:16][CH3:17])(=[O:14])=[O:13])[CH:9]=[CH:8][C:7]=1[F:18]. (3) Given the reactants [CH3:1][O:2][C:3]1[CH:4]=[C:5]([S:9](Cl)(=[O:11])=[O:10])[CH:6]=[CH:7][CH:8]=1.[F:13][C:14]1[CH:19]=[CH:18][C:17]([F:20])=[CH:16][C:15]=1[C:21]1[CH:26]=[CH:25][CH:24]=[CH:23][C:22]=1[CH:27]([NH2:29])[CH3:28].C(N(CC)CC)C, predict the reaction product. The product is: [F:13][C:14]1[CH:19]=[CH:18][C:17]([F:20])=[CH:16][C:15]=1[C:21]1[CH:26]=[CH:25][CH:24]=[CH:23][C:22]=1[CH:27]([NH:29][S:9]([C:5]1[CH:6]=[CH:7][CH:8]=[C:3]([O:2][CH3:1])[CH:4]=1)(=[O:11])=[O:10])[CH3:28]. (4) The product is: [CH2:1]([C:3]1[C:4](=[O:20])[CH2:5][C:6]2([CH2:18][CH3:19])[CH2:15][CH2:14][C:13]3[C:8](=[CH:9][CH:10]=[C:11]([OH:16])[CH:12]=3)[C:7]=12)[CH3:2]. Given the reactants [CH2:1]([C:3]1[C:4](=[O:20])[CH2:5][C:6]2([CH2:18][CH3:19])[CH2:15][CH2:14][C:13]3[C:8](=[CH:9][CH:10]=[C:11]([O:16]C)[CH:12]=3)[C:7]=12)[CH3:2].B(Br)(Br)Br.Cl, predict the reaction product. (5) Given the reactants [CH3:1][C:2]1([CH3:12])[C:10]2[C:5](=[CH:6][CH:7]=[CH:8][CH:9]=2)[NH:4][C:3]1=[O:11].[F:13][C:14]1[CH:19]=[CH:18][CH:17]=[CH:16][C:15]=1[CH:20]1[O:22][CH:21]1[CH2:23][OH:24], predict the reaction product. The product is: [F:13][C:14]1[CH:19]=[CH:18][CH:17]=[CH:16][C:15]=1[CH:20]([N:4]1[C:5]2[C:10](=[CH:9][CH:8]=[CH:7][CH:6]=2)[C:2]([CH3:12])([CH3:1])[C:3]1=[O:11])[CH:21]([OH:22])[CH2:23][OH:24]. (6) The product is: [O:1]=[C:2]1[NH:7][C:6]2[CH2:8][CH2:9][CH2:10][C:5]=2[CH:4]=[C:3]1[C:11]([O:13][CH3:19])=[O:12]. Given the reactants [O:1]=[C:2]1[NH:7][C:6]2[CH2:8][CH2:9][CH2:10][C:5]=2[CH:4]=[C:3]1[C:11]([OH:13])=[O:12].S(=O)(=O)(O)O.[CH3:19]O, predict the reaction product. (7) Given the reactants [H-].[H-].[H-].[H-].[Li+].[Al+3].[N:7]1([CH2:12][CH2:13][CH2:14][O:15][C:16]2[CH:21]=[CH:20][C:19]([C:22]3([CH2:28][NH:29][C:30](=O)[CH3:31])[CH2:27][CH2:26][O:25][CH2:24][CH2:23]3)=[CH:18][CH:17]=2)[CH2:11][CH2:10][CH2:9][CH2:8]1.O.[OH-].[Na+], predict the reaction product. The product is: [N:7]1([CH2:12][CH2:13][CH2:14][O:15][C:16]2[CH:21]=[CH:20][C:19]([C:22]3([CH2:28][NH:29][CH2:30][CH3:31])[CH2:23][CH2:24][O:25][CH2:26][CH2:27]3)=[CH:18][CH:17]=2)[CH2:11][CH2:10][CH2:9][CH2:8]1. (8) Given the reactants [Cl:1][C:2]1[CH:20]=[CH:19][CH:18]=[CH:17][C:3]=1[O:4][CH:5]1[CH2:10][CH2:9][N:8]([C:11](=[O:16])[CH2:12][C:13]([OH:15])=O)[CH2:7][CH2:6]1.C1C=CC2N(O)N=NC=2C=1.CCN=C=NCCCN(C)C.Cl.[C:43]1([C:49]2[N:54]=[CH:53][C:52]([NH2:55])=[CH:51][CH:50]=2)[CH:48]=[CH:47][CH:46]=[CH:45][CH:44]=1, predict the reaction product. The product is: [Cl:1][C:2]1[CH:20]=[CH:19][CH:18]=[CH:17][C:3]=1[O:4][CH:5]1[CH2:6][CH2:7][N:8]([C:11](=[O:16])[CH2:12][C:13]([NH:55][C:52]2[CH:53]=[N:54][C:49]([C:43]3[CH:48]=[CH:47][CH:46]=[CH:45][CH:44]=3)=[CH:50][CH:51]=2)=[O:15])[CH2:9][CH2:10]1. (9) Given the reactants [OH:1][N:2]1C(=O)C2=CC=CC=C2C1=O.Br[CH2:14][C:15]1[CH:20]=[C:19]([Cl:21])[N:18]=[C:17]([Cl:22])[CH:16]=1, predict the reaction product. The product is: [ClH:21].[Cl:21][C:19]1[CH:20]=[C:15]([CH2:14][O:1][NH2:2])[CH:16]=[C:17]([Cl:22])[N:18]=1.